The task is: Predict the reaction yield, written as a fraction of the theoretical maximum amount of product (1.0 means a 100% yield; for example, 0.34 means a 34% yield).. This data is from Reaction yield outcomes from USPTO patents with 853,638 reactions. (1) The reactants are [Cl:1][C:2]1[CH:24]=[CH:23][C:5]([CH2:6][C:7]2[N:8]=[C:9]([C:17]3[CH:22]=[CH:21][N:20]=[CH:19][CH:18]=3)[S:10][C:11]=2[C:12]([O:14]CC)=[O:13])=[CH:4][CH:3]=1.[Li+].[OH-].Cl. The catalyst is C1COCC1.O. The product is [Cl:1][C:2]1[CH:3]=[CH:4][C:5]([CH2:6][C:7]2[N:8]=[C:9]([C:17]3[CH:22]=[CH:21][N:20]=[CH:19][CH:18]=3)[S:10][C:11]=2[C:12]([OH:14])=[O:13])=[CH:23][CH:24]=1. The yield is 0.930. (2) The reactants are C(OC([N:8]([C:13]1[CH:14]=[C:15]([CH2:24][C:25]([O:27][CH2:28][C:29]([O:31][C@H:32]([C:43]2[CH:48]=[CH:47][C:46]([O:49][CH:50]([F:52])[F:51])=[C:45]([O:53][CH2:54][CH:55]3[CH2:57][CH2:56]3)[CH:44]=2)[CH2:33][C:34]2[C:39]([Cl:40])=[CH:38][N+:37]([O-:41])=[CH:36][C:35]=2[Cl:42])=[O:30])=[O:26])[CH:16]=[CH:17][C:18]=1[O:19][CH2:20][CH:21]1[CH2:23][CH2:22]1)[S:9]([CH3:12])(=[O:11])=[O:10])=O)(C)(C)C.O1CCOCC1. The catalyst is C(Cl)Cl.Cl. The product is [Cl:42][C:35]1[CH:36]=[N+:37]([O-:41])[CH:38]=[C:39]([Cl:40])[C:34]=1[CH2:33][C@H:32]([O:31][C:29](=[O:30])[CH2:28][O:27][C:25](=[O:26])[CH2:24][C:15]1[CH:16]=[CH:17][C:18]([O:19][CH2:20][CH:21]2[CH2:22][CH2:23]2)=[C:13]([NH:8][S:9]([CH3:12])(=[O:10])=[O:11])[CH:14]=1)[C:43]1[CH:48]=[CH:47][C:46]([O:49][CH:50]([F:52])[F:51])=[C:45]([O:53][CH2:54][CH:55]2[CH2:56][CH2:57]2)[CH:44]=1. The yield is 0.269. (3) The reactants are [Br:1][C:2]1[C:11]2[C:6](=[CH:7][C:8]([CH2:12]O)=[CH:9][CH:10]=2)[C:5](=[O:14])[N:4]([CH:15]([CH3:17])[CH3:16])[N:3]=1.C[Si]([Br:22])(C)C.[Li+].[Br-]. The catalyst is C(#N)C. The product is [Br:1][C:2]1[C:11]2[C:6](=[CH:7][C:8]([CH2:12][Br:22])=[CH:9][CH:10]=2)[C:5](=[O:14])[N:4]([CH:15]([CH3:17])[CH3:16])[N:3]=1. The yield is 0.440. (4) The product is [CH:23]([N:19]1[C:18]([C:12]2[N:11]=[C:10]3[C:9]4[CH:26]=[CH:27][C:6]([CH:4]5[CH2:3][N:2]([CH2:39][C:38]([NH:37][CH3:36])=[O:41])[CH2:5]5)=[CH:7][C:8]=4[O:17][CH2:16][CH2:15][N:14]3[CH:13]=2)=[N:22][CH:21]=[N:20]1)([CH3:24])[CH3:25]. The yield is 0.290. The catalyst is CN1C(=O)CCC1. The reactants are Cl.[NH:2]1[CH2:5][CH:4]([C:6]2[CH:27]=[CH:26][C:9]3[C:10]4[N:14]([CH2:15][CH2:16][O:17][C:8]=3[CH:7]=2)[CH:13]=[C:12]([C:18]2[N:19]([CH:23]([CH3:25])[CH3:24])[N:20]=[CH:21][N:22]=2)[N:11]=4)[CH2:3]1.[O-]P([O-])([O-])=O.[Na+].[Na+].[Na+].[CH3:36][NH:37][C:38](=[O:41])[CH2:39]Cl. (5) The reactants are [Cl:1][C:2]1[CH:3]=[C:4]2[C:9](=[CH:10][CH:11]=1)[CH:8]=[C:7]([S:12]([N:15]1[CH2:20][CH2:19][N:18]([C:21](=[O:34])[C:22]3[CH:27]=[CH:26][C:25]([C:28]4[CH:33]=[CH:32][N:31]=[CH:30][CH:29]=4)=[CH:24][CH:23]=3)[CH2:17][CH2:16]1)(=[O:14])=[O:13])[CH:6]=[CH:5]2.[CH3:35][I:36]. The catalyst is C1C=CC=CC=1.CO. The product is [I-:36].[Cl:1][C:2]1[CH:3]=[C:4]2[C:9](=[CH:10][CH:11]=1)[CH:8]=[C:7]([S:12]([N:15]1[CH2:20][CH2:19][N:18]([C:21]([C:22]3[CH:23]=[CH:24][C:25]([C:28]4[CH:33]=[CH:32][N+:31]([CH3:35])=[CH:30][CH:29]=4)=[CH:26][CH:27]=3)=[O:34])[CH2:17][CH2:16]1)(=[O:14])=[O:13])[CH:6]=[CH:5]2. The yield is 0.580. (6) The reactants are [CH2:1]([O:8][C:9]1[CH:14]=[CH:13][C:12]([CH2:15][C@H:16]([NH:22]C(=O)OC(C)(C)C)[C:17]2[S:18][CH:19]=[CH:20][N:21]=2)=[CH:11][CH:10]=1)[C:2]1[CH:7]=[CH:6][CH:5]=[CH:4][CH:3]=1.[ClH:30].C(OCC)(=O)C. The catalyst is C(OCC)(=O)C. The product is [ClH:30].[CH2:1]([O:8][C:9]1[CH:14]=[CH:13][C:12]([CH2:15][C@H:16]([NH2:22])[C:17]2[S:18][CH:19]=[CH:20][N:21]=2)=[CH:11][CH:10]=1)[C:2]1[CH:7]=[CH:6][CH:5]=[CH:4][CH:3]=1. The yield is 0.700. (7) The reactants are [H-].[Na+].[Si:3]([O:10][C@@H:11]([CH3:24])[CH2:12][CH2:13][CH2:14][C:15](=[O:23])[CH2:16]P(=O)(OC)OC)([C:6]([CH3:9])([CH3:8])[CH3:7])([CH3:5])[CH3:4].[Cl:25][C@H:26]1[C@H:30]([CH2:31][CH2:32][CH2:33][C:34]2[S:38][C:37]([C:39]([O:41][CH3:42])=[O:40])=[CH:36][CH:35]=2)[C@@H:29]([CH:43]=O)[C@H:28]([O:45][CH:46]2[CH2:51][CH2:50][CH2:49][CH2:48][O:47]2)[CH2:27]1. The catalyst is C1COCC1. The product is [Si:3]([O:10][C@@H:11]([CH3:24])[CH2:12][CH2:13][CH2:14][C:15](=[O:23])/[CH:16]=[CH:43]/[C@H:29]1[C@H:28]([O:45][CH:46]2[CH2:51][CH2:50][CH2:49][CH2:48][O:47]2)[CH2:27][C@@H:26]([Cl:25])[C@@H:30]1[CH2:31][CH2:32][CH2:33][C:34]1[S:38][C:37]([C:39]([O:41][CH3:42])=[O:40])=[CH:36][CH:35]=1)([C:6]([CH3:7])([CH3:8])[CH3:9])([CH3:4])[CH3:5]. The yield is 0.950. (8) No catalyst specified. The yield is 0.410. The product is [C:24]([O:27][CH2:28][C:29]1[C:34]([N:35]2[CH2:47][CH2:46][N:38]3[C:39]4[CH2:40][CH2:41][CH2:42][CH2:43][C:44]=4[CH:45]=[C:37]3[C:36]2=[O:48])=[CH:33][C:32]([F:49])=[CH:31][C:30]=1[C:2]1[N:3]=[C:4]([NH:10][C:11]2[CH:16]=[CH:15][C:14]([CH:17]3[CH2:22][CH2:21][N:20]([CH3:23])[CH2:19][CH2:18]3)=[CH:13][CH:12]=2)[C:5](=[O:9])[N:6]([CH3:8])[CH:7]=1)(=[O:26])[CH3:25]. The reactants are Br[C:2]1[N:3]=[C:4]([NH:10][C:11]2[CH:16]=[CH:15][C:14]([CH:17]3[CH2:22][CH2:21][N:20]([CH3:23])[CH2:19][CH2:18]3)=[CH:13][CH:12]=2)[C:5](=[O:9])[N:6]([CH3:8])[CH:7]=1.[C:24]([O:27][CH2:28][C:29]1[C:34]([N:35]2[CH2:47][CH2:46][N:38]3[C:39]4[CH2:40][CH2:41][CH2:42][CH2:43][C:44]=4[CH:45]=[C:37]3[C:36]2=[O:48])=[CH:33][C:32]([F:49])=[CH:31][C:30]=1B1OC(C)(C)C(C)(C)O1)(=[O:26])[CH3:25].